Dataset: Forward reaction prediction with 1.9M reactions from USPTO patents (1976-2016). Task: Predict the product of the given reaction. (1) The product is: [CH3:30][O:29][C:25](=[O:28])/[CH:26]=[CH:27]/[C:18]1[CH:19]=[C:20]2[C:15](=[CH:16][CH:17]=1)[O:14][C:10]1([CH2:11][CH2:12][CH2:13][N:8]([C:6]([O:5][C:1]([CH3:4])([CH3:3])[CH3:2])=[O:7])[CH2:9]1)[CH2:22][C:21]2=[O:23]. Given the reactants [C:1]([O:5][C:6]([N:8]1[CH2:13][CH2:12][CH2:11][C:10]2([CH2:22][C:21](=[O:23])[C:20]3[C:15](=[CH:16][CH:17]=[C:18](Br)[CH:19]=3)[O:14]2)[CH2:9]1)=[O:7])([CH3:4])([CH3:3])[CH3:2].[C:25]([O:29][CH3:30])(=[O:28])[CH:26]=[CH2:27], predict the reaction product. (2) Given the reactants Cl[C:2]1[N:7]=[CH:6][C:5]([O:8][C:9]2[CH:10]=[C:11]([N:15]3[CH2:20][CH2:19][O:18][CH2:17][CH2:16]3)[CH:12]=[CH:13][CH:14]=2)=[CH:4][CH:3]=1.[F:21][C:22]1[CH:28]=[C:27]([F:29])[C:26]([O:30][CH3:31])=[CH:25][C:23]=1[NH2:24].C1(P(C2C=CC=CC=2)C2C3OC4C(=CC=CC=4P(C4C=CC=CC=4)C4C=CC=CC=4)C(C)(C)C=3C=CC=2)C=CC=CC=1.C(=O)([O-])[O-].[Cs+].[Cs+], predict the reaction product. The product is: [F:21][C:22]1[CH:28]=[C:27]([F:29])[C:26]([O:30][CH3:31])=[CH:25][C:23]=1[NH:24][C:2]1[CH:3]=[CH:4][C:5]([O:8][C:9]2[CH:14]=[CH:13][CH:12]=[C:11]([N:15]3[CH2:20][CH2:19][O:18][CH2:17][CH2:16]3)[CH:10]=2)=[CH:6][N:7]=1. (3) The product is: [CH3:22][O:23][C:24]([C:26]1[C:31]([CH:32]=[CH2:33])=[C:30]([NH2:34])[C:29]([F:21])=[C:28]([Cl:35])[N:27]=1)=[O:25]. Given the reactants [B-](F)(F)(F)F.[B-](F)(F)(F)F.C1[N+]2(CCl)CC[N+]([F:21])(CC2)C1.[CH3:22][O:23][C:24]([C:26]1[C:31]([CH:32]=[CH2:33])=[C:30]([NH2:34])[CH:29]=[C:28]([Cl:35])[N:27]=1)=[O:25], predict the reaction product.